The task is: Binary Classification. Given a miRNA mature sequence and a target amino acid sequence, predict their likelihood of interaction.. This data is from Experimentally validated miRNA-target interactions with 360,000+ pairs, plus equal number of negative samples. (1) The miRNA is hsa-miR-6895-5p with sequence CAGGGCCAGGCACAGAGUAAG. The protein sequence of the target gene is MGNTLGLAPMGTLPRRSPRREEPLPNPGSFDELHRLCKDVFPAQMEGVKLVVNKVLSSHFQVAHTIHMSALGLPGYHLHAAYAGDWQLSPTEVFPTVVGDMDSSGSLNAQVLLLLAERLRAKAVFQTQQAKFLTWQFDGEYRGDDYTATLTLGNPDLIGESVIMVAHFLQSLTHRLVLGGELVYHRRPGEEGAILTLAGKYSAVHWVATLNVGSGGAHASYYHRANEQVQVGVEFEANTRLQDTTFSFGYHLTLPQANMVFRGLVDSNWCVGAVLEKKMPPLPVTLALGAFLNHWRNRFH.... Result: 1 (interaction). (2) The miRNA is mmu-miR-181c-3p with sequence ACCAUCGACCGUUGAGUGGACC. Result: 0 (no interaction). The protein sequence of the target gene is MKPALLEVMRMNRICRMVLATCFGSFILVIFYFQSMLHPVMRRNPFGVDICCRKGSRSPLQELYNPIQLELSNTAILHQMRRDQVTDTCRANSAMSRKRRVLTPNDLKHLVVDEDHELIYCYVPKVACTNWKRLMMVLSGRGKYSDPMEIPANEAHVSANLKTLNQYSIPEINHRLKSYMKFLFVREPFERLVSAYRNKFTQKYNTSFHKRYGTKIIRRQRKNATQEALRKGDDVKFEEFVAYLIDPHTQREEPFNEHWQTVYSLCHPCHIHYDLVGKYETLEEDSNYVLQLAGVSGYLK....